The task is: Predict the product of the given reaction.. This data is from Forward reaction prediction with 1.9M reactions from USPTO patents (1976-2016). (1) Given the reactants CC1C=CC(S(O[CH2:12][C@@H:13]2[O:26][C:17]3=[C:18]4[C:23](=[CH:24][CH:25]=[C:16]3[O:15][CH2:14]2)[N:22]=[CH:21][CH:20]=[CH:19]4)(=O)=O)=CC=1.[NH:27]1[CH2:32][CH:31]=[C:30]([C:33]2[C:41]3[C:36](=[CH:37][CH:38]=[CH:39][CH:40]=3)[NH:35][CH:34]=2)[CH2:29][CH2:28]1, predict the reaction product. The product is: [NH:35]1[C:36]2[C:41](=[CH:40][CH:39]=[CH:38][CH:37]=2)[C:33]([C:30]2[CH2:31][CH2:32][N:27]([CH2:12][CH:13]3[O:26][C:17]4=[C:18]5[C:23](=[CH:24][CH:25]=[C:16]4[O:15][CH2:14]3)[N:22]=[CH:21][CH:20]=[CH:19]5)[CH2:28][CH:29]=2)=[CH:34]1. (2) Given the reactants O.C1(C)C=CC(S(O)(=O)=O)=CC=1.[C:13]([C:17]1[CH:18]=[C:19]([C:27]2[CH:35]=[CH:34][CH:33]=[C:32]3[C:28]=2[CH2:29][CH:30]([CH3:37])[CH:31]3O)[CH:20]=[C:21]([C:23]([CH3:26])([CH3:25])[CH3:24])[CH:22]=1)([CH3:16])([CH3:15])[CH3:14], predict the reaction product. The product is: [C:13]([C:17]1[CH:18]=[C:19]([C:27]2[CH:35]=[CH:34][CH:33]=[C:32]3[C:28]=2[CH2:29][C:30]([CH3:37])=[CH:31]3)[CH:20]=[C:21]([C:23]([CH3:26])([CH3:25])[CH3:24])[CH:22]=1)([CH3:14])([CH3:15])[CH3:16]. (3) Given the reactants [CH2:1]([O:8][C:9]1[CH:44]=[CH:43][C:12]([C:13]([O:15][C:16]2[CH:21]=[CH:20][C:19]([CH2:22][N:23]([CH2:35][C:36]([O:38][C:39]([CH3:42])([CH3:41])[CH3:40])=[O:37])[C:24](=[O:34])[C:25]3[CH:30]=[CH:29][C:28]([N+:31]([O-])=O)=[CH:27][CH:26]=3)=[CH:18][CH:17]=2)=[O:14])=[CH:11][CH:10]=1)[CH2:2][CH2:3][CH2:4][CH2:5][CH2:6][CH3:7], predict the reaction product. The product is: [CH2:1]([O:8][C:9]1[CH:44]=[CH:43][C:12]([C:13]([O:15][C:16]2[CH:21]=[CH:20][C:19]([CH2:22][N:23]([CH2:35][C:36]([O:38][C:39]([CH3:42])([CH3:41])[CH3:40])=[O:37])[C:24](=[O:34])[C:25]3[CH:26]=[CH:27][C:28]([NH2:31])=[CH:29][CH:30]=3)=[CH:18][CH:17]=2)=[O:14])=[CH:11][CH:10]=1)[CH2:2][CH2:3][CH2:4][CH2:5][CH2:6][CH3:7].